This data is from Full USPTO retrosynthesis dataset with 1.9M reactions from patents (1976-2016). The task is: Predict the reactants needed to synthesize the given product. (1) Given the product [CH3:1][C:2]1[N:7]([C:8]2[CH:13]=[CH:12][CH:11]=[C:10]([C:14]([F:16])([F:17])[F:15])[CH:9]=2)[C:6](=[O:18])[C:5]([C:19]([NH:21][CH2:22][C:23]2[CH:24]=[CH:25][C:26]([S:29]([CH3:32])(=[O:30])=[O:31])=[CH:27][CH:28]=2)=[O:20])=[CH:4][C:3]=1[S:33]([CH3:35])(=[O:36])=[O:34], predict the reactants needed to synthesize it. The reactants are: [CH3:1][C:2]1[N:7]([C:8]2[CH:13]=[CH:12][CH:11]=[C:10]([C:14]([F:17])([F:16])[F:15])[CH:9]=2)[C:6](=[O:18])[C:5]([C:19]([NH:21][CH2:22][C:23]2[CH:28]=[CH:27][C:26]([S:29]([CH3:32])(=[O:31])=[O:30])=[CH:25][CH:24]=2)=[O:20])=[CH:4][C:3]=1[S:33]([CH3:35])=[O:34].[OH:36]O. (2) Given the product [CH3:22][C:15]1[CH:16]=[C:17]([CH:20]=[CH:21][C:14]=1[N:2]([CH3:1])[C:3]1[N:8]=[CH:7][C:6]2[N:9]=[CH:10][N:11]([CH3:12])[C:5]=2[CH:4]=1)[C:18]#[N:19].[CH3:22][C:15]1[CH:16]=[C:17]([CH:20]=[CH:21][C:14]=1[N:2]([CH3:1])[C:3]1[N:8]=[CH:7][C:6]2[N:9]=[CH:10][N:11]([CH3:12])[C:5]=2[CH:4]=1)[C:18]([NH2:19])=[O:60], predict the reactants needed to synthesize it. The reactants are: [CH3:1][NH:2][C:3]1[N:8]=[CH:7][C:6]2[N:9]=[CH:10][N:11]([CH3:12])[C:5]=2[CH:4]=1.Br[C:14]1[CH:21]=[CH:20][C:17]([C:18]#[N:19])=[CH:16][C:15]=1[CH3:22].C1(P(C2CCCCC2)C2C=CC=CC=2C2C(C(C)C)=CC(C(C)C)=CC=2C(C)C)CCCCC1.CC(C)([O-:60])C.[Na+]. (3) Given the product [C:1]([O:4][CH:5]1[CH2:9][CH2:8][CH2:7][C:6]21[NH:22][C:34](=[O:35])[N:11]([C:12]1[CH:17]=[CH:16][C:15]([C:18]#[N:19])=[C:14]([Cl:20])[C:13]=1[CH3:21])[CH2:10]2)(=[O:3])[CH3:2], predict the reactants needed to synthesize it. The reactants are: [C:1]([O:4][CH:5]1[CH2:9][CH2:8][CH2:7][C:6]1([NH2:22])[CH2:10][NH:11][C:12]1[CH:17]=[CH:16][C:15]([C:18]#[N:19])=[C:14]([Cl:20])[C:13]=1[CH3:21])(=[O:3])[CH3:2].CCN(C(C)C)C(C)C.C1C[O:35][CH2:34]C1.